Task: Predict the product of the given reaction.. Dataset: Forward reaction prediction with 1.9M reactions from USPTO patents (1976-2016) (1) Given the reactants [F:1][C:2]1([F:9])[CH2:5][CH:4]([C:6](O)=[O:7])[CH2:3]1.C(Cl)(=O)C([Cl:13])=O.CN(C=O)C, predict the reaction product. The product is: [F:1][C:2]1([F:9])[CH2:5][CH:4]([C:6]([Cl:13])=[O:7])[CH2:3]1. (2) The product is: [C:35](=[O:46])([O:36][C:37]1[CH:38]=[CH:39][C:40]([N+:43]([O-:45])=[O:44])=[CH:41][CH:42]=1)[O:16][C@H:14]1[C:13](=[O:17])[N:12]([CH2:18][C:19]([F:21])([F:20])[F:22])[CH2:11][C:5]2[C:6]3[CH:7]=[N:8][NH:9][C:10]=3[C:2]([Cl:1])=[CH:3][C:4]=2[CH2:15]1. Given the reactants [Cl:1][C:2]1[C:10]2[NH:9][N:8]=[CH:7][C:6]=2[C:5]2[CH2:11][N:12]([CH2:18][C:19]([F:22])([F:21])[F:20])[C:13](=[O:17])[C@H:14]([OH:16])[CH2:15][C:4]=2[CH:3]=1.ClCCl.C(N(C(C)C)CC)(C)C.[C:35](Cl)(=[O:46])[O:36][C:37]1[CH:42]=[CH:41][C:40]([N+:43]([O-:45])=[O:44])=[CH:39][CH:38]=1, predict the reaction product. (3) Given the reactants [NH2:1][C:2]1[CH:6]=[CH:5][N:4]([CH2:7][CH2:8][OH:9])[N:3]=1.[Si:10](Cl)([C:13]([CH3:16])([CH3:15])[CH3:14])([CH3:12])[CH3:11].N1C=CN=C1, predict the reaction product. The product is: [Si:10]([O:9][CH2:8][CH2:7][N:4]1[CH:5]=[CH:6][C:2]([NH2:1])=[N:3]1)([C:13]([CH3:16])([CH3:15])[CH3:14])([CH3:12])[CH3:11]. (4) Given the reactants [C:1]([O:5][C:6]([N:8]1[CH2:13][CH2:12][CH:11]([CH:14]2[CH2:18][C:17]3[CH:19]=[C:20](B4OC(C)(C)C(C)(C)O4)[CH:21]=[CH:22][C:16]=3[O:15]2)[CH2:10][CH2:9]1)=[O:7])([CH3:4])([CH3:3])[CH3:2].Br[C:33]1[CH:42]=[CH:41][C:36]([C:37]([NH:39][CH3:40])=[O:38])=[CH:35][N:34]=1, predict the reaction product. The product is: [C:1]([O:5][C:6]([N:8]1[CH2:9][CH2:10][CH:11]([CH:14]2[CH2:18][C:17]3[CH:19]=[C:20]([C:33]4[CH:42]=[CH:41][C:36]([C:37](=[O:38])[NH:39][CH3:40])=[CH:35][N:34]=4)[CH:21]=[CH:22][C:16]=3[O:15]2)[CH2:12][CH2:13]1)=[O:7])([CH3:4])([CH3:3])[CH3:2]. (5) The product is: [O:18]1[C:22]2[CH:23]=[CH:24][CH:25]=[CH:26][C:21]=2[C:20]([NH:27][C:28]([N:15]2[CH2:16][CH2:17][N:12]([C:9]3[S:10][CH:11]=[C:7]([C:1]4[CH:2]=[CH:3][CH:4]=[CH:5][CH:6]=4)[N:8]=3)[CH2:13][CH2:14]2)=[O:29])=[N:19]1. Given the reactants [C:1]1([C:7]2[N:8]=[C:9]([N:12]3[CH2:17][CH2:16][NH:15][CH2:14][CH2:13]3)[S:10][CH:11]=2)[CH:6]=[CH:5][CH:4]=[CH:3][CH:2]=1.[O:18]1[C:22]2[CH:23]=[CH:24][CH:25]=[CH:26][C:21]=2[C:20]([N:27](C(OCC(Cl)(Cl)Cl)=O)[C:28](OCC(Cl)(Cl)Cl)=[O:29])=[N:19]1.C(N(C(C)C)CC)(C)C.CS(C)=O, predict the reaction product. (6) Given the reactants [Br:1][C:2]1[CH:7]=[CH:6][C:5]([CH2:8][OH:9])=[CH:4][CH:3]=1.[H-].[Na+].F[C:13]1[CH:18]=[CH:17][CH:16]=[C:15]([CH3:19])[N:14]=1, predict the reaction product. The product is: [Br:1][C:2]1[CH:7]=[CH:6][C:5]([CH2:8][O:9][C:13]2[CH:18]=[CH:17][CH:16]=[C:15]([CH3:19])[N:14]=2)=[CH:4][CH:3]=1. (7) Given the reactants [CH:1]1([NH:4][C:5]([C:7]2[N:8]=[N:9][N:10]([C:13]3[CH:18]=[CH:17][C:16]([C:19]([NH:21][CH2:22][CH3:23])=[O:20])=[CH:15][C:14]=3[OH:24])[C:11]=2[CH3:12])=[O:6])[CH2:3][CH2:2]1.Br[CH2:26][CH2:27][Cl:28], predict the reaction product. The product is: [Cl:28][CH2:27][CH2:26][O:24][C:14]1[CH:15]=[C:16]([C:19]([NH:21][CH2:22][CH3:23])=[O:20])[CH:17]=[CH:18][C:13]=1[N:10]1[C:11]([CH3:12])=[C:7]([C:5]([NH:4][CH:1]2[CH2:3][CH2:2]2)=[O:6])[N:8]=[N:9]1.